Task: Predict the reactants needed to synthesize the given product.. Dataset: Full USPTO retrosynthesis dataset with 1.9M reactions from patents (1976-2016) (1) The reactants are: [C:1]1([C:19]2[CH:24]=[CH:23][CH:22]=[CH:21][CH:20]=2)[CH:6]=[CH:5][CH:4]=[C:3]([NH:7][C:8]2[C:9]([N+:16]([O-])=O)=[C:10]([CH:13]=[CH:14][CH:15]=2)[C:11]#[N:12])[CH:2]=1.S(S([O-])=O)([O-])=O.[Na+].[Na+]. Given the product [C:1]1([C:19]2[CH:20]=[CH:21][CH:22]=[CH:23][CH:24]=2)[CH:6]=[CH:5][CH:4]=[C:3]([NH:7][C:8]2[C:9]([NH2:16])=[C:10]([CH:13]=[CH:14][CH:15]=2)[C:11]#[N:12])[CH:2]=1, predict the reactants needed to synthesize it. (2) Given the product [O:13]=[C:3]1[NH:4][C:5]2[N:6]=[CH:7][CH:8]=[C:9]([C:11]#[N:12])[C:10]=2[CH2:2]1, predict the reactants needed to synthesize it. The reactants are: Br[C:2]1(Br)[C:10]2[C:9]([C:11]#[N:12])=[CH:8][CH:7]=[N:6][C:5]=2[NH:4][C:3]1=[O:13].CC(O)=O. (3) Given the product [O:6]1[CH2:2][CH2:3][N:4]=[C:5]1[C:7]1[CH:8]=[C:9]([CH:14]=[C:15]([C:17](=[O:27])[N:18]([CH3:26])[CH2:19][C:20]2[S:21][CH:22]=[C:23]([CH3:25])[N:24]=2)[CH:16]=1)[C:10]([O:12][CH3:13])=[O:11], predict the reactants needed to synthesize it. The reactants are: O[CH2:2][CH2:3][NH:4][C:5]([C:7]1[CH:8]=[C:9]([CH:14]=[C:15]([C:17](=[O:27])[N:18]([CH3:26])[CH2:19][C:20]2[S:21][CH:22]=[C:23]([CH3:25])[N:24]=2)[CH:16]=1)[C:10]([O:12][CH3:13])=[O:11])=[O:6].O=S(Cl)Cl. (4) Given the product [NH2:1][C:2]1[C:6]([C:7]#[N:8])=[CH:5][N:4]([CH:16]2[CH2:20][CH2:19][CH2:18][CH2:17]2)[N:3]=1, predict the reactants needed to synthesize it. The reactants are: [NH2:1][C:2]1[C:6]([C:7]#[N:8])=[CH:5][NH:4][N:3]=1.C([O-])([O-])=O.[K+].[K+].Br[CH:16]1[CH2:20][CH2:19][CH2:18][CH2:17]1. (5) Given the product [F:1][C:2]1[CH:7]=[CH:6][CH:5]=[CH:4][C:3]=1[NH:8][C:9](=[O:32])[NH:10][C:11]1[CH:16]=[CH:15][C:14]([C:17]2[CH:21]=[C:20]([C:22]([NH:24][C:25](=[CH2:30])[C:26]([O:28][CH3:29])=[O:27])=[O:23])[O:19][N:18]=2)=[CH:13][CH:12]=1, predict the reactants needed to synthesize it. The reactants are: [F:1][C:2]1[CH:7]=[CH:6][CH:5]=[CH:4][C:3]=1[NH:8][C:9](=[O:32])[NH:10][C:11]1[CH:16]=[CH:15][C:14]([C:17]2[CH:21]=[C:20]([C:22]([NH:24][C@@H:25]([CH2:30]O)[C:26]([O:28][CH3:29])=[O:27])=[O:23])[O:19][N:18]=2)=[CH:13][CH:12]=1.CC(C)C(NC(C1ON=C(C2C=CC(NC(NC3C=CC(C(F)(F)F)=CC=3)=O)=CC=2)C=1)=O)C(OC)=O.S(Cl)(C)(=O)=O.CCN(CC)CC. (6) Given the product [Br:1][C:2]1[C:3]2[N:4]([CH:12]=[C:13]([CH3:15])[N:14]=2)[CH:5]=[C:6]([C:8]([NH2:16])=[O:9])[N:7]=1, predict the reactants needed to synthesize it. The reactants are: [Br:1][C:2]1[C:3]2[N:4]([CH:12]=[C:13]([CH3:15])[N:14]=2)[CH:5]=[C:6]([C:8](OC)=[O:9])[N:7]=1.[NH3:16]. (7) Given the product [Cl-:1].[NH2:9][CH2:10][CH2:11][CH2:12][CH2:13][CH:14]([C:33]1[CH:38]=[CH:37][N+:36]([CH3:39])=[CH:35][CH:34]=1)[CH2:15][CH2:16][CH2:17][CH2:18][CH2:19][CH2:20][CH2:21][CH2:22][CH:23]=[CH:24][CH2:25][CH2:26][CH2:27][CH2:28][CH2:29][CH2:30][CH2:31][CH3:32], predict the reactants needed to synthesize it. The reactants are: [Cl-:1].C(OC([NH:9][CH2:10][CH2:11][CH2:12][CH2:13][CH:14]([C:33]1[CH:38]=[CH:37][N+:36]([CH3:39])=[CH:35][CH:34]=1)[CH2:15][CH2:16][CH2:17][CH2:18][CH2:19][CH2:20][CH2:21][CH2:22][CH:23]=[CH:24][CH2:25][CH2:26][CH2:27][CH2:28][CH2:29][CH2:30][CH2:31][CH3:32])=O)(C)(C)C. (8) Given the product [CH2:26]([N:12]([CH2:11][C:9]1[N:8]=[CH:7][NH:6][CH:10]=1)[C:13]1[CH:18]=[CH:17][N:16]=[C:15]([O:19][C:20]2[CH:25]=[CH:24][CH:23]=[CH:22][CH:21]=2)[N:14]=1)[CH3:27], predict the reactants needed to synthesize it. The reactants are: CN(C)S([N:6]1[CH:10]=[C:9]([CH2:11][N:12]([CH2:26][CH3:27])[C:13]2[CH:18]=[CH:17][N:16]=[C:15]([O:19][C:20]3[CH:25]=[CH:24][CH:23]=[CH:22][CH:21]=3)[N:14]=2)[N:8]=[CH:7]1)(=O)=O.[OH-].[Na+]. (9) Given the product [CH2:1]([O:3][P:4]([CH:9]([F:27])[CH2:10][C@@H:11]([OH:26])[C@@H:12]([OH:25])[C@@H:13]([OH:24])[CH2:14][NH:15][O:16][CH2:17][C:18]1[CH:19]=[CH:20][CH:21]=[CH:22][CH:23]=1)(=[O:8])[O:5][CH2:6][CH3:7])[CH3:2], predict the reactants needed to synthesize it. The reactants are: [CH2:1]([O:3][P:4]([CH:9]([F:27])[CH2:10][C@@H:11]([OH:26])[C@@H:12]([OH:25])[C@H:13]([OH:24])[CH:14]=[N:15][O:16][CH2:17][C:18]1[CH:23]=[CH:22][CH:21]=[CH:20][CH:19]=1)(=[O:8])[O:5][CH2:6][CH3:7])[CH3:2].B.C1COCC1.CCOC(C)=O.CO. (10) The reactants are: [CH2:1]([N:8]1[CH2:13][CH2:12][C:11](=O)[CH2:10][CH2:9]1)[C:2]1[CH:7]=[CH:6][CH:5]=[CH:4][CH:3]=1.[C-:15]#[N:16].[K+].[Cl-].[NH4+:19].CO. Given the product [NH2:19][C:11]1([C:15]#[N:16])[CH2:12][CH2:13][N:8]([CH2:1][C:2]2[CH:7]=[CH:6][CH:5]=[CH:4][CH:3]=2)[CH2:9][CH2:10]1, predict the reactants needed to synthesize it.